Task: Regression/Classification. Given a drug SMILES string, predict its absorption, distribution, metabolism, or excretion properties. Task type varies by dataset: regression for continuous measurements (e.g., permeability, clearance, half-life) or binary classification for categorical outcomes (e.g., BBB penetration, CYP inhibition). Dataset: cyp1a2_veith.. Dataset: CYP1A2 inhibition data for predicting drug metabolism from PubChem BioAssay (1) The molecule is Cc1ccc(-n2c(C)nc3c(cnn3-c3ccc(F)cc3)c2=O)cc1C. The result is 1 (inhibitor). (2) The result is 0 (non-inhibitor). The molecule is COc1ccc(C(=O)/C=C/Nc2ccc(NC(C)=O)cc2)cc1OC.